This data is from Catalyst prediction with 721,799 reactions and 888 catalyst types from USPTO. The task is: Predict which catalyst facilitates the given reaction. (1) Reactant: [S:1]1[CH:5]=[CH:4][C:3]2[C:6]([N:10]3[CH2:15][CH2:14][N:13]([CH2:16][CH2:17][CH2:18]O)[CH2:12][CH2:11]3)=[CH:7][CH:8]=[CH:9][C:2]1=2.C(Cl)(Cl)(Cl)[Cl:21].C1(P(C2C=CC=CC=2)C2C=CC=CC=2)C=CC=CC=1.CO. Product: [S:1]1[CH:5]=[CH:4][C:3]2[C:6]([N:10]3[CH2:15][CH2:14][N:13]([CH2:16][CH2:17][CH2:18][Cl:21])[CH2:12][CH2:11]3)=[CH:7][CH:8]=[CH:9][C:2]1=2. The catalyst class is: 2. (2) Reactant: [NH2:1][C:2]1[CH:3]=[CH:4][C:5]([CH3:17])=[C:6]([B:8]2[O:16][C:13]([CH3:15])([CH3:14])[C:10]([CH3:12])([CH3:11])[O:9]2)[CH:7]=1.[CH3:18][N:19]1[CH2:24][CH2:23][N:22]([CH2:25][C:26]2[CH:34]=[CH:33][C:29]([C:30](O)=[O:31])=[CH:28][CH:27]=2)[CH2:21][CH2:20]1.F[P-](F)(F)(F)(F)F.N1(O[P+](N2CCCC2)(N2CCCC2)N2CCCC2)C2N=CC=CC=2N=N1.C(N(C(C)C)C(C)C)C. Product: [CH3:17][C:5]1[CH:4]=[CH:3][C:2]([NH:1][C:30](=[O:31])[C:29]2[CH:28]=[CH:27][C:26]([CH2:25][N:22]3[CH2:21][CH2:20][N:19]([CH3:18])[CH2:24][CH2:23]3)=[CH:34][CH:33]=2)=[CH:7][C:6]=1[B:8]1[O:16][C:13]([CH3:15])([CH3:14])[C:10]([CH3:11])([CH3:12])[O:9]1. The catalyst class is: 18. (3) The catalyst class is: 5. Product: [CH3:1][O:2][C:3]1[CH:4]=[C:5]([CH:6]([S:17][CH3:16])[CH2:7][N+:8]([O-:10])=[O:9])[CH:11]=[CH:12][C:13]=1[O:14][CH3:15]. Reactant: [CH3:1][O:2][C:3]1[CH:4]=[C:5]([CH:11]=[CH:12][C:13]=1[O:14][CH3:15])/[CH:6]=[CH:7]/[N+:8]([O-:10])=[O:9].[CH3:16][S-:17].[Na+].C(O)(=O)C. (4) Reactant: [C:1]([C:3]1[CH:8]=[CH:7][CH:6]=[CH:5][C:4]=1[C:9]1[CH:14]=[CH:13][C:12]([CH2:15][C:16]2[C:17](=[O:40])[N:18]([C@H:29]3[CH2:32][C@H:31]([O:33][CH2:34]C(OCC)=O)[CH2:30]3)[C:19]3[N:20]([N:25]=[C:26]([CH3:28])[N:27]=3)[C:21]=2[CH2:22][CH2:23][CH3:24])=[C:11]([F:41])[CH:10]=1)#[N:2].[CH3:42][Mg]Br.[O:45]1[CH2:49][CH2:48]CC1. Product: [F:41][C:11]1[CH:10]=[C:9]([C:4]2[C:3]([C:1]#[N:2])=[CH:8][CH:7]=[CH:6][CH:5]=2)[CH:14]=[CH:13][C:12]=1[CH2:15][C:16]1[C:17](=[O:40])[N:18]([C@H:29]2[CH2:30][C@H:31]([O:33][CH2:34][C:49]([OH:45])([CH3:48])[CH3:42])[CH2:32]2)[C:19]2[N:20]([N:25]=[C:26]([CH3:28])[N:27]=2)[C:21]=1[CH2:22][CH2:23][CH3:24]. The catalyst class is: 627. (5) Reactant: [CH3:1][O:2][C:3]1[CH:4]=[C:5]([OH:13])[C:6](=[CH:11][CH:12]=1)[C:7]([O:9][CH3:10])=[O:8].C([O-])([O-])=O.[K+].[K+].[C:20]([O:24][C:25]([NH:27][CH2:28][CH2:29][CH2:30]Br)=[O:26])([CH3:23])([CH3:22])[CH3:21].[I-].[K+]. Product: [C:20]([O:24][C:25]([NH:27][CH2:28][CH2:29][CH2:30][O:13][C:5]1[CH:4]=[C:3]([O:2][CH3:1])[CH:12]=[CH:11][C:6]=1[C:7]([O:9][CH3:10])=[O:8])=[O:26])([CH3:23])([CH3:22])[CH3:21]. The catalyst class is: 35.